Dataset: Reaction yield outcomes from USPTO patents with 853,638 reactions. Task: Predict the reaction yield, written as a fraction of the theoretical maximum amount of product (1.0 means a 100% yield; for example, 0.34 means a 34% yield). (1) The reactants are [Cl:1][C:2]1[N:3]=[C:4]([N:11]2[CH2:16][CH2:15][CH:14]([CH2:17][OH:18])[CH2:13][CH2:12]2)[C:5]2[O:10][CH:9]=[CH:8][C:6]=2[N:7]=1.ClC1N=C(Cl)C2OC=CC=2N=1.N1CCC(CO)CC1.CC(OI1(OC(C)=O)(OC(C)=O)OC(=O)C2C=CC=CC1=2)=O. The catalyst is C(Cl)Cl. The product is [Cl:1][C:2]1[N:3]=[C:4]([N:11]2[CH2:16][CH2:15][CH:14]([CH:17]=[O:18])[CH2:13][CH2:12]2)[C:5]2[O:10][CH:9]=[CH:8][C:6]=2[N:7]=1. The yield is 0.900. (2) The reactants are [OH:1][CH2:2][CH:3]1[CH2:8][CH2:7][NH:6][CH2:5][CH2:4]1.C(=O)([O-])[O-].[K+].[K+].Cl[C:16]([O:18][CH3:19])=[O:17].ClCCl. The catalyst is O. The product is [CH3:19][O:18][C:16]([N:6]1[CH2:7][CH2:8][CH:3]([CH2:2][OH:1])[CH2:4][CH2:5]1)=[O:17]. The yield is 0.900. (3) The reactants are [C:1]1([NH2:8])[C:2]([NH2:7])=[CH:3][CH:4]=[CH:5][CH:6]=1.[C:9]([O:13][C:14]([N:16]1[CH2:21][CH2:20][C@@H:19]([NH:22][C:23]([NH:25][C:26]2[CH:31]=[CH:30][C:29]([C:32]#[N:33])=[CH:28][CH:27]=2)=[O:24])[CH2:18][C@@H:17]1[C:34](O)=[O:35])=[O:15])([CH3:12])([CH3:11])[CH3:10].F[P-](F)(F)(F)(F)F.N1(O[P+](N(C)C)(N(C)C)N(C)C)C2C=CC=CC=2N=N1.CCN(C(C)C)C(C)C. The catalyst is CN(C=O)C.O. The product is [NH2:7][C:2]1[CH:3]=[CH:4][CH:5]=[CH:6][C:1]=1[NH:8][C:34]([C@H:17]1[CH2:18][C@H:19]([NH:22][C:23]([NH:25][C:26]2[CH:31]=[CH:30][C:29]([C:32]#[N:33])=[CH:28][CH:27]=2)=[O:24])[CH2:20][CH2:21][N:16]1[C:14]([O:13][C:9]([CH3:12])([CH3:11])[CH3:10])=[O:15])=[O:35]. The yield is 0.930.